Task: Predict which catalyst facilitates the given reaction.. Dataset: Catalyst prediction with 721,799 reactions and 888 catalyst types from USPTO The catalyst class is: 3. Product: [NH2:26][C:24]1[N:25]=[C:20]([C:16]2[CH:15]=[C:14]([NH:13][C:5](=[O:7])[CH2:4][CH2:3][C:2](=[O:1])[N:8]3[CH2:12][CH2:11][CH2:10][CH2:9]3)[CH:19]=[CH:18][CH:17]=2)[CH:21]=[C:22]([NH:27][CH3:28])[N:23]=1. Reactant: [O:1]=[C:2]([N:8]1[CH2:12][CH2:11][CH2:10][CH2:9]1)[CH2:3][CH2:4][C:5]([OH:7])=O.[NH2:13][C:14]1[CH:15]=[C:16]([C:20]2[N:25]=[C:24]([NH2:26])[N:23]=[C:22]([NH:27][CH3:28])[CH:21]=2)[CH:17]=[CH:18][CH:19]=1.OC1C2N=NNC=2C=CC=1.C1(N=C=NC2CCCCC2)CCCCC1.